From a dataset of Forward reaction prediction with 1.9M reactions from USPTO patents (1976-2016). Predict the product of the given reaction. (1) The product is: [C:29]([CH:26]1[CH2:27][CH2:28][CH:23]([O:22][C:17]2[CH:18]=[C:19]3[C:14](=[CH:15][CH:16]=2)[CH:13]=[C:12]([CH:7]([NH:6][CH2:5][CH2:4][C:3]([OH:33])=[O:2])[C:8]([F:11])([F:9])[F:10])[CH:21]=[CH:20]3)[CH2:24][CH2:25]1)([CH3:32])([CH3:30])[CH3:31]. Given the reactants C[O:2][C:3](=[O:33])[CH2:4][CH2:5][NH:6][CH:7]([C:12]1[CH:21]=[CH:20][C:19]2[C:14](=[CH:15][CH:16]=[C:17]([O:22][CH:23]3[CH2:28][CH2:27][CH:26]([C:29]([CH3:32])([CH3:31])[CH3:30])[CH2:25][CH2:24]3)[CH:18]=2)[CH:13]=1)[C:8]([F:11])([F:10])[F:9].C(O)C.[OH-].[Na+].O.Cl, predict the reaction product. (2) Given the reactants ClCCC[N:5]1[C:10]2[CH:11]=[CH:12][C:13]([F:16])=[C:14]([F:15])[C:9]=2[O:8][CH2:7][C:6]1=[O:17].C([O-])([O-])=O.[K+].[K+].[Na+].[I-].[CH2:26]([CH:30]1[CH2:35][CH2:34][NH:33][CH2:32][CH2:31]1)[CH2:27][CH2:28][CH3:29].[CH3:36][CH2:37][CH2:38]CCCC.CCOC(C)=O, predict the reaction product. The product is: [CH2:26]([CH:30]1[CH2:35][CH2:34][N:33]([CH2:36][CH2:37][CH2:38][CH:7]2[C:6](=[O:17])[NH:5][C:10]3[CH:11]=[CH:12][C:13]([F:16])=[C:14]([F:15])[C:9]=3[O:8]2)[CH2:32][CH2:31]1)[CH2:27][CH2:28][CH3:29]. (3) Given the reactants [CH2:1]([CH:3]([N:6]1[CH2:11][CH2:10][CH:9]([C:12]([NH:14][OH:15])=[NH:13])[CH2:8][CH2:7]1)[CH2:4][CH3:5])[CH3:2].[C:16]1([C:22]2[CH:30]=[CH:29][C:25]([C:26](Cl)=O)=[CH:24][CH:23]=2)[CH:21]=[CH:20][CH:19]=[CH:18][CH:17]=1, predict the reaction product. The product is: [C:22]1([C:16]2[CH:17]=[CH:18][CH:19]=[CH:20][CH:21]=2)[CH:23]=[CH:24][C:25]([C:26]2[O:15][N:14]=[C:12]([CH:9]3[CH2:10][CH2:11][N:6]([CH:3]([CH2:4][CH3:5])[CH2:1][CH3:2])[CH2:7][CH2:8]3)[N:13]=2)=[CH:29][CH:30]=1.